This data is from NCI-60 drug combinations with 297,098 pairs across 59 cell lines. The task is: Regression. Given two drug SMILES strings and cell line genomic features, predict the synergy score measuring deviation from expected non-interaction effect. (1) Drug 2: CC(C)CN1C=NC2=C1C3=CC=CC=C3N=C2N. Cell line: RPMI-8226. Drug 1: C1=NC(=NC(=O)N1C2C(C(C(O2)CO)O)O)N. Synergy scores: CSS=55.0, Synergy_ZIP=-1.31, Synergy_Bliss=-0.253, Synergy_Loewe=-2.57, Synergy_HSA=0.161. (2) Drug 1: CC1=C(C=C(C=C1)NC2=NC=CC(=N2)N(C)C3=CC4=NN(C(=C4C=C3)C)C)S(=O)(=O)N.Cl. Drug 2: COC1=C(C=C2C(=C1)N=CN=C2NC3=CC(=C(C=C3)F)Cl)OCCCN4CCOCC4. Cell line: COLO 205. Synergy scores: CSS=6.93, Synergy_ZIP=12.8, Synergy_Bliss=14.0, Synergy_Loewe=1.10, Synergy_HSA=6.97. (3) Drug 1: CC1=C(C=C(C=C1)C(=O)NC2=CC(=CC(=C2)C(F)(F)F)N3C=C(N=C3)C)NC4=NC=CC(=N4)C5=CN=CC=C5. Drug 2: CS(=O)(=O)CCNCC1=CC=C(O1)C2=CC3=C(C=C2)N=CN=C3NC4=CC(=C(C=C4)OCC5=CC(=CC=C5)F)Cl. Cell line: NCI-H460. Synergy scores: CSS=-1.95, Synergy_ZIP=3.04, Synergy_Bliss=3.59, Synergy_Loewe=-1.10, Synergy_HSA=-1.18.